Dataset: Reaction yield outcomes from USPTO patents with 853,638 reactions. Task: Predict the reaction yield, written as a fraction of the theoretical maximum amount of product (1.0 means a 100% yield; for example, 0.34 means a 34% yield). The product is [F:7][C:8]1[CH:19]=[CH:18][CH:17]=[C:16]2[C:9]=1[O:10][CH2:11][CH2:12][C:13]2=[O:15]. The catalyst is CN(C=O)C.C(Cl)Cl. The reactants are C(Cl)(=O)C(Cl)=O.[F:7][C:8]1[CH:19]=[CH:18][CH:17]=[CH:16][C:9]=1[O:10][CH2:11][CH2:12][C:13]([OH:15])=O.[Cl-].[Al+3].[Cl-].[Cl-]. The yield is 0.980.